Dataset: Reaction yield outcomes from USPTO patents with 853,638 reactions. Task: Predict the reaction yield, written as a fraction of the theoretical maximum amount of product (1.0 means a 100% yield; for example, 0.34 means a 34% yield). The reactants are [NH2:1][C:2]1[CH:9]=[C:8]([F:10])[CH:7]=[CH:6][C:3]=1[C:4]#[N:5].Br.Br[CH:13]([C:15]1[CH:16]=[C:17]([C:32]([N:34]([CH3:36])[CH3:35])=[O:33])[CH:18]=[C:19]2[C:24]=1[O:23][C:22]([N:25]1[CH2:30][CH2:29][O:28][CH2:27][CH2:26]1)=[CH:21][C:20]2=[O:31])[CH3:14]. No catalyst specified. The product is [C:4]([C:3]1[CH:6]=[CH:7][C:8]([F:10])=[CH:9][C:2]=1[NH:1][CH:13]([C:15]1[CH:16]=[C:17]([C:32]([N:34]([CH3:36])[CH3:35])=[O:33])[CH:18]=[C:19]2[C:24]=1[O:23][C:22]([N:25]1[CH2:30][CH2:29][O:28][CH2:27][CH2:26]1)=[CH:21][C:20]2=[O:31])[CH3:14])#[N:5]. The yield is 0.420.